This data is from Catalyst prediction with 721,799 reactions and 888 catalyst types from USPTO. The task is: Predict which catalyst facilitates the given reaction. (1) Reactant: [F:1][C:2]1[CH:3]=[C:4]2[C:8](=[CH:9][CH:10]=1)[NH:7][CH2:6][CH2:5]2.Cl[S:12]([C:15]1[CH:16]=[C:17]2[C:21](=[CH:22][CH:23]=1)[NH:20][C:19](=[O:24])[CH2:18]2)(=[O:14])=[O:13].N1C=CC=CC=1. Product: [F:1][C:2]1[CH:3]=[C:4]2[C:8](=[CH:9][CH:10]=1)[N:7]([S:12]([C:15]1[CH:16]=[C:17]3[C:21](=[CH:22][CH:23]=1)[NH:20][C:19](=[O:24])[CH2:18]3)(=[O:13])=[O:14])[CH2:6][CH2:5]2. The catalyst class is: 4. (2) The catalyst class is: 839. Product: [CH3:27][C:25]1[O:24][N:23]=[C:22]([C:20]([NH:19][C:5]2[CH:4]=[C:3]([CH2:1][NH:40][C@@H:38]([C:32]3[CH:37]=[CH:36][CH:35]=[CH:34][CH:33]=3)[CH3:39])[CH:8]=[CH:7][C:6]=2[N:9]2[CH2:14][CH2:13][CH:12]([C:15]([O:17][CH3:18])=[O:16])[CH2:11][CH2:10]2)=[O:21])[CH:26]=1. Reactant: [CH:1]([C:3]1[CH:8]=[CH:7][C:6]([N:9]2[CH2:14][CH2:13][CH:12]([C:15]([O:17][CH3:18])=[O:16])[CH2:11][CH2:10]2)=[C:5]([NH:19][C:20]([C:22]2[CH:26]=[C:25]([CH3:27])[O:24][N:23]=2)=[O:21])[CH:4]=1)=O.C(O)(=O)C.[C:32]1([C@H:38]([NH2:40])[CH3:39])[CH:37]=[CH:36][CH:35]=[CH:34][CH:33]=1.[BH-](OC(C)=O)(OC(C)=O)OC(C)=O.[Na+].